This data is from Catalyst prediction with 721,799 reactions and 888 catalyst types from USPTO. The task is: Predict which catalyst facilitates the given reaction. (1) Reactant: [S:1]([N:7]=C=O)(N=C=O)(=[O:3])=[O:2].[Cl-].C(O)(C)(C)C.Cl.[F:17][C:18]1[CH:26]=[C:25]2[C:21]([C:22]([C:27]3[CH:37]=[CH:36][C:30]4[N:31]=[C:32]([CH2:34]N)[O:33][C:29]=4[CH:28]=3)=[CH:23][NH:24]2)=[CH:20][CH:19]=1.[C:38]([O:42][C:43](=[O:49])[NH:44]S(Cl)(=O)=O)([CH3:41])([CH3:40])[CH3:39].C(N(CC)CC)C. Product: [C:38]([O:42][C:43]([NH:44][NH:7][S:1]([CH2:34][C:32]1[O:33][C:29]2[CH:28]=[C:27]([C:22]3[C:21]4[C:25](=[CH:26][C:18]([F:17])=[CH:19][CH:20]=4)[NH:24][CH:23]=3)[CH:37]=[CH:36][C:30]=2[N:31]=1)(=[O:2])=[O:3])=[O:49])([CH3:41])([CH3:40])[CH3:39]. The catalyst class is: 4. (2) Reactant: [CH2:1]([O:3][C:4]([C:6]1[NH:7][C:8]2[C:13]([CH:14]=1)=[CH:12][C:11]([O:15][CH2:16][C:17]1[CH:22]=[CH:21][CH:20]=[CH:19][CH:18]=1)=[C:10]([NH:23]C=O)[CH:9]=2)=[O:5])[CH3:2].Cl. Product: [CH2:1]([O:3][C:4]([C:6]1[NH:7][C:8]2[C:13]([CH:14]=1)=[CH:12][C:11]([O:15][CH2:16][C:17]1[CH:18]=[CH:19][CH:20]=[CH:21][CH:22]=1)=[C:10]([NH2:23])[CH:9]=2)=[O:5])[CH3:2]. The catalyst class is: 95.